Dataset: Full USPTO retrosynthesis dataset with 1.9M reactions from patents (1976-2016). Task: Predict the reactants needed to synthesize the given product. (1) Given the product [CH2:3]([CH:6]1[C:11]2[N:12]=[CH:13][NH:14][C:10]=2[CH2:9][CH2:8][N:7]1[C:22]([O:24][CH2:25][C:26]([Cl:29])([Cl:28])[Cl:27])=[O:23])[CH2:4][CH3:5], predict the reactants needed to synthesize it. The reactants are: Cl.Cl.[CH2:3]([CH:6]1[C:11]2[N:12]=[CH:13][NH:14][C:10]=2[CH2:9][CH2:8][NH:7]1)[CH2:4][CH3:5].C([O-])([O-])=O.[K+].[K+].Cl[C:22]([O:24][CH2:25][C:26]([Cl:29])([Cl:28])[Cl:27])=[O:23].[OH-].[Na+].Cl. (2) Given the product [CH:20]1[C:32]2[CH2:31][C:30]3[C:25](=[CH:26][CH:27]=[CH:28][CH:29]=3)[C:24]=2[C:23]([C:33]([N:3]2[CH2:4][C@@H:5]3[C@@H:1]([CH2:6]3)[C@H:2]2[CH2:7][NH:8][C:9]([C:11]2[CH:12]=[CH:13][CH:14]=[C:15]3[O:19][CH:18]=[CH:17][C:16]=23)=[O:10])=[O:34])=[CH:22][CH:21]=1, predict the reactants needed to synthesize it. The reactants are: [C@@H:1]12[CH2:6][C@@H:5]1[CH2:4][NH:3][C@@H:2]2[CH2:7][NH:8][C:9]([C:11]1[CH:12]=[CH:13][CH:14]=[C:15]2[O:19][CH:18]=[CH:17][C:16]=12)=[O:10].[CH:20]1[C:32]2[CH2:31][C:30]3[C:25](=[CH:26][CH:27]=[CH:28][CH:29]=3)[C:24]=2[C:23]([C:33](O)=[O:34])=[CH:22][CH:21]=1. (3) The reactants are: [Cl:1][C:2]1[S:3][C:4]([CH:7]=[N:8][N:9]2[C:18]3[C:13](=[CH:14][CH:15]=[CH:16][CH:17]=3)[C:12]([OH:19])=[C:11]([C:20]3[NH:25][C:24]4[CH:26]=[CH:27][CH:28]=[CH:29][C:23]=4[S:22](=[O:31])(=[O:30])[N:21]=3)[C:10]2=[O:32])=[CH:5][N:6]=1.CO.[BH4-].[Li+].Cl. Given the product [Cl:1][C:2]1[S:3][C:4]([CH2:7][NH:8][N:9]2[C:18]3[C:13](=[CH:14][CH:15]=[CH:16][CH:17]=3)[C:12]([OH:19])=[C:11]([C:20]3[NH:25][C:24]4[CH:26]=[CH:27][CH:28]=[CH:29][C:23]=4[S:22](=[O:30])(=[O:31])[N:21]=3)[C:10]2=[O:32])=[CH:5][N:6]=1, predict the reactants needed to synthesize it. (4) Given the product [O:12]=[C:4]1[NH:5][C:6]2[C:11](/[C:3]/1=[CH:2]/[NH:13][C:14]1[CH:23]=[CH:22][C:17]3[NH:18][C:19](=[O:21])[NH:20][C:16]=3[CH:15]=1)=[CH:10][CH:9]=[CH:8][CH:7]=2, predict the reactants needed to synthesize it. The reactants are: O[CH:2]=[C:3]1[C:11]2[C:6](=[CH:7][CH:8]=[CH:9][CH:10]=2)[NH:5][C:4]1=[O:12].[NH2:13][C:14]1[CH:23]=[CH:22][C:17]2=[N:18][C:19](=[O:21])[N:20]=[C:16]2[CH:15]=1. (5) Given the product [Cl:1][C:2]1[N:3]=[N:4][C:5]([Cl:9])=[CH:6][C:7]=1[N:12]([CH2:13][CH3:14])[CH2:10][CH3:11], predict the reactants needed to synthesize it. The reactants are: [Cl:1][C:2]1[N:3]=[N:4][C:5]([Cl:9])=[CH:6][C:7]=1Cl.[CH2:10]([NH:12][CH2:13][CH3:14])[CH3:11].O.CC(=O)OCC.